This data is from Forward reaction prediction with 1.9M reactions from USPTO patents (1976-2016). The task is: Predict the product of the given reaction. Given the reactants [F:1][C:2]([F:7])([F:6])C(O)=O.C(O[C:13]([N:15]1[CH2:20][CH2:19][N:18]([C:21]2[CH:26]=[CH:25][C:24]([O:27][CH2:28][CH:29]3[O:34][C:33]4=[N:35][C:36]([N+:38]([O-:40])=[O:39])=[CH:37][N:32]4[CH2:31][CH2:30]3)=[CH:23][CH:22]=2)[CH2:17][CH2:16]1)=O)(C)(C)C, predict the reaction product. The product is: [N+:38]([C:36]1[N:35]=[C:33]2[N:32]([CH:37]=1)[CH2:31][CH2:30][CH:29]([CH2:28][O:27][C:24]1[CH:23]=[CH:22][C:21]([N:18]3[CH2:17][CH2:16][N:15]([CH2:13][C:21]4[CH:26]=[CH:25][C:24]([O:27][C:2]([F:1])([F:6])[F:7])=[CH:23][CH:22]=4)[CH2:20][CH2:19]3)=[CH:26][CH:25]=1)[O:34]2)([O-:40])=[O:39].